This data is from Full USPTO retrosynthesis dataset with 1.9M reactions from patents (1976-2016). The task is: Predict the reactants needed to synthesize the given product. Given the product [C:1]([O:5][C:6]([N:8]1[CH2:16][C:15]2[C:10](=[CH:11][CH:12]=[C:13]([O:20][CH2:18][CH3:19])[CH:14]=2)[CH2:9]1)=[O:7])([CH3:4])([CH3:3])[CH3:2], predict the reactants needed to synthesize it. The reactants are: [C:1]([O:5][C:6]([N:8]1[CH2:16][C:15]2[C:10](=[CH:11][CH:12]=[C:13](I)[CH:14]=2)[CH2:9]1)=[O:7])([CH3:4])([CH3:3])[CH3:2].[CH2:18]([OH:20])[CH3:19].